From a dataset of Forward reaction prediction with 1.9M reactions from USPTO patents (1976-2016). Predict the product of the given reaction. (1) Given the reactants [Cl:1][C:2]1[CH:7]=[C:6]([N+:8]([O-:10])=[O:9])[CH:5]=[CH:4][C:3]=1[OH:11].Br[CH2:13][CH:14]([O:18][CH2:19][CH3:20])[O:15][CH2:16][CH3:17].C(=O)([O-])[O-].[K+].[K+], predict the reaction product. The product is: [Cl:1][C:2]1[CH:7]=[C:6]([N+:8]([O-:10])=[O:9])[CH:5]=[CH:4][C:3]=1[O:11][CH2:13][CH:14]([O:18][CH2:19][CH3:20])[O:15][CH2:16][CH3:17]. (2) Given the reactants [NH:1]1[CH2:6][CH2:5][CH:4]([O:7][C:8]2[CH:17]=[C:16]3[C:11]([CH2:12][CH2:13][C:14](=[O:18])[NH:15]3)=[CH:10][CH:9]=2)[CH2:3][CH2:2]1.Br[CH2:20][CH2:21][O:22][C:23]1[CH:32]=[CH:31][CH:30]=[C:29]2[C:24]=1[CH:25]=[CH:26][C:27]([CH3:33])=[N:28]2.C(N(CC)C(C)C)(C)C, predict the reaction product. The product is: [CH3:33][C:27]1[CH:26]=[CH:25][C:24]2[C:29](=[CH:30][CH:31]=[CH:32][C:23]=2[O:22][CH2:21][CH2:20][N:1]2[CH2:2][CH2:3][CH:4]([O:7][C:8]3[CH:17]=[C:16]4[C:11]([CH2:12][CH2:13][C:14](=[O:18])[NH:15]4)=[CH:10][CH:9]=3)[CH2:5][CH2:6]2)[N:28]=1. (3) The product is: [F:28][C:29]1[CH:30]=[C:31]([C:2]2[C:11]3[C:6](=[CH:7][C:8]([CH2:12][N:13]4[CH:17]=[C:16]([C@:18]([OH:25])([C:21]([F:22])([F:24])[F:23])[CH2:19][CH3:20])[N:15]=[N:14]4)=[CH:9][CH:10]=3)[N:5]=[C:4]([C:26]#[N:27])[CH:3]=2)[CH:32]=[CH:33][C:34]=1[F:35]. Given the reactants Cl[C:2]1[C:11]2[C:6](=[CH:7][C:8]([CH2:12][N:13]3[CH:17]=[C:16]([C:18]([OH:25])([C:21]([F:24])([F:23])[F:22])[CH2:19][CH3:20])[N:15]=[N:14]3)=[CH:9][CH:10]=2)[N:5]=[C:4]([C:26]#[N:27])[CH:3]=1.[F:28][C:29]1[CH:30]=[C:31](B(O)O)[CH:32]=[CH:33][C:34]=1[F:35].C([O-])([O-])=O.[Na+].[Na+], predict the reaction product. (4) Given the reactants [CH2:1]=[C:2]1[CH2:6][C@@H:5]([C:7](OC)=[O:8])[C@H:4]([C:11]2[CH:16]=[CH:15][CH:14]=[CH:13][CH:12]=2)[CH2:3]1.[H-].[Al+3].[Li+].[H-].[H-].[H-], predict the reaction product. The product is: [OH:8][CH2:7][C@@H:5]1[CH2:6][C:2](=[CH2:1])[CH2:3][C@H:4]1[C:11]1[CH:12]=[CH:13][CH:14]=[CH:15][CH:16]=1. (5) Given the reactants [CH2:1]([O:3][C:4]([C@@H:6]1[CH2:11][CH2:10][CH2:9][CH2:8][C@H:7]1C(O)=O)=[O:5])[CH3:2].CC[N:17]([CH2:20]C)CC.C1(P(N=[N+]=[N-])(C2C=CC=CC=2)=[O:29])C=CC=CC=1.[CH3:39][C:40]([OH:43])([CH3:42])[CH3:41], predict the reaction product. The product is: [C:40]([O:43][C:20]([NH:17][C@@H:7]1[CH2:8][CH2:9][CH2:10][CH2:11][C@H:6]1[C:4]([O:3][CH2:1][CH3:2])=[O:5])=[O:29])([CH3:42])([CH3:41])[CH3:39]. (6) Given the reactants [NH2:1][CH2:2][C:3]1[CH:8]=[CH:7][CH:6]=[CH:5][C:4]=1[CH2:9][OH:10].[CH2:11]([CH:13]([CH2:16][CH3:17])[CH:14]=O)[CH3:12].[CH2:18]1[C:26]2[C:21](=[CH:22][CH:23]=[CH:24][CH:25]=2)[CH2:20][CH:19]1[C@@H:27]([NH:31][C:32]([O:34]C(C)(C)C)=O)[C:28]([OH:30])=O.ClC1C=CC([N+]#[C-])=CC=1.C(Cl)(=O)C.C(=O)(O)[O-].[Na+], predict the reaction product. The product is: [CH2:20]1[C:21]2[C:26](=[CH:25][CH:24]=[CH:23][CH:22]=2)[CH2:18][CH:19]1[C@H:27]1[NH:31][C:32](=[O:34])[C@@H:14]([CH:13]([CH2:16][CH3:17])[CH2:11][CH3:12])[N:1]([CH2:2][C:3]2[CH:8]=[CH:7][CH:6]=[CH:5][C:4]=2[CH2:9][OH:10])[C:28]1=[O:30]. (7) The product is: [C:24]([C@H:19]1[CH2:20][CH2:21][CH2:22][CH2:23][C@H:18]1[N:17]([CH2:28][C:29]1[CH:39]=[CH:38][C:32]([C:33]([NH:35][CH2:36][CH3:37])=[O:34])=[CH:31][CH:30]=1)[S:14]([C:11]1[CH:12]=[CH:13][C:8]([Cl:7])=[CH:9][CH:10]=1)(=[O:15])=[O:16])(=[O:25])[NH2:26]. Given the reactants C(=O)([O-])[O-].[Cs+].[Cs+].[Cl:7][C:8]1[CH:13]=[CH:12][C:11]([S:14]([NH:17][C@H:18]2[CH2:23][CH2:22][CH2:21][CH2:20][C@H:19]2[C:24]([NH2:26])=[O:25])(=[O:16])=[O:15])=[CH:10][CH:9]=1.Cl[CH2:28][C:29]1[CH:39]=[CH:38][C:32]([C:33]([NH:35][CH2:36][CH3:37])=[O:34])=[CH:31][CH:30]=1.[I-].[K+], predict the reaction product.